This data is from Full USPTO retrosynthesis dataset with 1.9M reactions from patents (1976-2016). The task is: Predict the reactants needed to synthesize the given product. (1) Given the product [CH2:1]([C:3]1[CH:8]=[CH:7][C:6]([CH:9]2[CH2:10][CH:11]([C:22]3[O:24][N:32]=[C:27]([CH2:28][CH2:29][O:30][CH3:31])[N:26]=3)[CH2:12][N:13]([C:15]([N:17]3[CH2:20][CH:19]([OH:21])[CH2:18]3)=[O:16])[CH2:14]2)=[CH:5][CH:4]=1)[CH3:2], predict the reactants needed to synthesize it. The reactants are: [CH2:1]([C:3]1[CH:8]=[CH:7][C:6]([CH:9]2[CH2:14][N:13]([C:15]([N:17]3[CH2:20][CH:19]([OH:21])[CH2:18]3)=[O:16])[CH2:12][CH:11]([C:22]([OH:24])=O)[CH2:10]2)=[CH:5][CH:4]=1)[CH3:2].O[N:26]=[C:27]([NH2:32])[CH2:28][CH2:29][O:30][CH3:31]. (2) Given the product [Br:1][C:2]1[CH:3]=[C:4]2[C:5](=[CH:10][CH:11]=1)[C:6](=[O:8])[N:25]([CH2:24][C:17]1[CH:18]=[CH:19][C:20]([O:22][CH3:23])=[CH:21][C:16]=1[O:15][CH3:14])[CH2:12]2, predict the reactants needed to synthesize it. The reactants are: [Br:1][C:2]1[CH:11]=[CH:10][C:5]([C:6]([O:8]C)=O)=[C:4]([CH2:12]Br)[CH:3]=1.[CH3:14][O:15][C:16]1[CH:21]=[C:20]([O:22][CH3:23])[CH:19]=[CH:18][C:17]=1[CH2:24][NH2:25].C(N(CC)CC)C. (3) The reactants are: [NH:1]([C:3]1[CH:7]=[CH:6][S:5][C:4]=1[C:8]([O:10][CH3:11])=[O:9])[NH2:2].[F:12][C:13]([F:31])([F:30])[C:14](=O)[CH2:15][C:16]([C:18]1[CH:28]=[CH:27][C:21]2[O:22][CH2:23][C:24](=[O:26])[NH:25][C:20]=2[CH:19]=1)=O. Given the product [O:26]=[C:24]1[CH2:23][O:22][C:21]2[CH:27]=[CH:28][C:18]([C:16]3[N:1]([C:3]4[CH:7]=[CH:6][S:5][C:4]=4[C:8]([O:10][CH3:11])=[O:9])[N:2]=[C:14]([C:13]([F:31])([F:12])[F:30])[CH:15]=3)=[CH:19][C:20]=2[NH:25]1, predict the reactants needed to synthesize it. (4) Given the product [Cl:16][C:11]1[C:10]2[C:5](=[CH:6][CH:7]=[CH:8][CH:9]=2)[N:4]=[C:3]([CH2:2][Cl:1])[N:12]=1, predict the reactants needed to synthesize it. The reactants are: [Cl:1][CH2:2][C:3]1[NH:12][C:11](=O)[C:10]2[C:5](=[CH:6][CH:7]=[CH:8][CH:9]=2)[N:4]=1.O=P(Cl)(Cl)[Cl:16]. (5) Given the product [N+:15]([C:12]1[CH:11]=[CH:10][CH:9]=[C:8]2[C:13]=1[CH2:14][CH:5]([OH:4])[CH2:6][O:7]2)([O-:17])=[O:16], predict the reactants needed to synthesize it. The reactants are: C([O:4][CH:5]1[CH2:14][C:13]2[C:8](=[CH:9][CH:10]=[CH:11][C:12]=2[N+:15]([O-:17])=[O:16])[O:7][CH2:6]1)(=O)C.[OH-].[Na+].Cl.